Task: Regression/Classification. Given a drug SMILES string, predict its absorption, distribution, metabolism, or excretion properties. Task type varies by dataset: regression for continuous measurements (e.g., permeability, clearance, half-life) or binary classification for categorical outcomes (e.g., BBB penetration, CYP inhibition). Dataset: cyp2c19_veith.. Dataset: CYP2C19 inhibition data for predicting drug metabolism from PubChem BioAssay (1) The molecule is Cc1cc(C)nc(N2CCC(C(=O)NCCc3ccc(F)cc3)CC2)n1. The result is 0 (non-inhibitor). (2) The molecule is NCCP(=O)(O)O. The result is 0 (non-inhibitor). (3) The drug is Cn1c(=O)c2c(ncn2CC(COCc2ccccc2Cl)OCc2ccccc2Cl)n(C)c1=O. The result is 1 (inhibitor). (4) The compound is Cc1cc(/C=C2\SC(=S)N(Cc3ccco3)C2=O)c(C)n1-c1cccnc1. The result is 1 (inhibitor).